This data is from Reaction yield outcomes from USPTO patents with 853,638 reactions. The task is: Predict the reaction yield, written as a fraction of the theoretical maximum amount of product (1.0 means a 100% yield; for example, 0.34 means a 34% yield). The reactants are [CH2:1]([C:5]1[N:6]=[C:7]([CH:27]2[CH2:29][CH2:28]2)[NH:8][C:9](=[O:26])[C:10]=1[CH2:11][C:12]1[CH:17]=[CH:16][C:15]([C:18]2[C:19]([C:24]#[N:25])=[CH:20][CH:21]=[CH:22][CH:23]=2)=[CH:14][CH:13]=1)[CH2:2][CH2:3][CH3:4].[CH2:30]([O:32][C:33]1[CH:38]=[CH:37][C:36](B(O)O)=[CH:35][CH:34]=1)[CH3:31].N1C=CC=CC=1.C(N(CC)CC)C. The catalyst is C(OCC)(=O)C.C([O-])(=O)C.[Cu+2].C([O-])(=O)C.ClCCl. The product is [CH2:1]([C:5]1[N:6]=[C:7]([CH:27]2[CH2:28][CH2:29]2)[N:8]([C:36]2[CH:37]=[CH:38][C:33]([O:32][CH2:30][CH3:31])=[CH:34][CH:35]=2)[C:9](=[O:26])[C:10]=1[CH2:11][C:12]1[CH:17]=[CH:16][C:15]([C:18]2[C:19]([C:24]#[N:25])=[CH:20][CH:21]=[CH:22][CH:23]=2)=[CH:14][CH:13]=1)[CH2:2][CH2:3][CH3:4]. The yield is 0.840.